Dataset: Full USPTO retrosynthesis dataset with 1.9M reactions from patents (1976-2016). Task: Predict the reactants needed to synthesize the given product. (1) Given the product [O:11]([C:2]1[S:3][CH:4]=[C:5]([C:7]([O:9][CH3:10])=[O:8])[N:6]=1)[C:12]1[CH:17]=[CH:16][CH:15]=[CH:14][CH:13]=1, predict the reactants needed to synthesize it. The reactants are: Br[C:2]1[S:3][CH:4]=[C:5]([C:7]([O:9][CH3:10])=[O:8])[N:6]=1.[O-:11][C:12]1[CH:17]=[CH:16][CH:15]=[CH:14][CH:13]=1.[Na+].O.C1(C)C=CC=CC=1. (2) The reactants are: [NH:1]1[C:5]2=[N:6][CH:7]=[CH:8][CH:9]=[C:4]2[CH:3]=[CH:2]1.C1C=C(Cl)C=C(C(OO)=[O:18])C=1. Given the product [NH+:1]1([O-:18])[C:5]2=[N:6][CH:7]=[CH:8][CH:9]=[C:4]2[CH:3]=[CH:2]1, predict the reactants needed to synthesize it. (3) The reactants are: [C:1]([N:5]1[CH2:9][CH2:8][CH2:7][C@@H:6]1[CH2:10][O:11][C:12]1[CH:21]=[CH:20][CH:19]=[C:18]2[C:13]=1[C:14]([NH:22][C:23]1[CH:28]=[CH:27][C:26]([OH:29])=[C:25]([CH3:30])[CH:24]=1)=[N:15][CH:16]=[N:17]2)(=[O:4])[CH2:2][OH:3].Cl.[N:32]1[CH:37]=[CH:36][CH:35]=[CH:34][C:33]=1[CH2:38]Cl. Given the product [CH3:30][C:25]1[CH:24]=[C:23]([NH:22][C:14]2[C:13]3[C:18](=[CH:19][CH:20]=[CH:21][C:12]=3[O:11][CH2:10][C@H:6]3[CH2:7][CH2:8][CH2:9][N:5]3[C:1](=[O:4])[CH2:2][OH:3])[N:17]=[CH:16][N:15]=2)[CH:28]=[CH:27][C:26]=1[O:29][CH2:38][C:33]1[CH:34]=[CH:35][CH:36]=[CH:37][N:32]=1, predict the reactants needed to synthesize it. (4) Given the product [CH3:13][C:15]1([C:16]([O:18][CH2:19][CH3:20])=[O:17])[CH2:7][O:6][C:5](=[O:11])[O:4][CH2:2]1, predict the reactants needed to synthesize it. The reactants are: Cl[C:2](Cl)([O:4][C:5](=[O:11])[O:6][C:7](Cl)(Cl)Cl)Cl.[CH2:13]([C:15](CO)(C)[C:16]([O:18][CH2:19][CH3:20])=[O:17])O.N1C=CC=CC=1.C(=O)=O.CC(C)=O.[NH4+].[Cl-].Cl.C([O-])(O)=O.[Na+]. (5) Given the product [F:58][C:57]([F:60])([F:59])[C:55]([OH:61])=[O:56].[F:1][C@@H:2]1[CH2:7][CH2:6][NH:5][CH2:4][C@H:3]1[O:18][C:19]1[NH:24][C:23](=[O:25])[CH:22]=[C:21]([C:35]2[C:43]3[C:38](=[CH:39][CH:40]=[C:41]([C:44]4[S:45][CH:46]=[CH:47][N:48]=4)[CH:42]=3)[NH:37][N:36]=2)[N:20]=1, predict the reactants needed to synthesize it. The reactants are: [F:1][C@@H:2]1[CH2:7][CH2:6][N:5](C(OCC2C=CC=CC=2)=O)[CH2:4][C@H:3]1[O:18][C:19]1[N:24]=[C:23]([O:25]CC2C=CC(OC)=CC=2)[CH:22]=[C:21]([C:35]2[C:43]3[C:38](=[CH:39][CH:40]=[C:41]([C:44]4[S:45][CH:46]=[CH:47][N:48]=4)[CH:42]=3)[N:37](C3CCCCO3)[N:36]=2)[N:20]=1.[C:55]([OH:61])([C:57]([F:60])([F:59])[F:58])=[O:56]. (6) Given the product [Cl:1][C:2]1[C:11]2[C:6](=[CH:7][CH:8]=[CH:9][CH:10]=2)[CH:5]=[CH:4][C:3]=1[O:12][CH:13]([CH3:16])[CH2:14][NH:15][CH2:22][C:18]1[S:17][CH:21]=[CH:20][CH:19]=1, predict the reactants needed to synthesize it. The reactants are: [Cl:1][C:2]1[C:11]2[C:6](=[CH:7][CH:8]=[CH:9][CH:10]=2)[CH:5]=[CH:4][C:3]=1[O:12][CH:13]([CH3:16])[CH2:14][NH2:15].[S:17]1[CH:21]=[CH:20][CH:19]=[C:18]1[CH:22]=O.